Task: Binary Classification. Given a T-cell receptor sequence (or CDR3 region) and an epitope sequence, predict whether binding occurs between them.. Dataset: TCR-epitope binding with 47,182 pairs between 192 epitopes and 23,139 TCRs (1) Result: 1 (the TCR binds to the epitope). The TCR CDR3 sequence is CASSLGDFLYQETQYF. The epitope is KLPDDFTGCV. (2) The epitope is EEHVQIHTI. The TCR CDR3 sequence is CASTAAGTTSGLVSGEQFF. Result: 0 (the TCR does not bind to the epitope). (3) The epitope is LLLGIGILV. The TCR CDR3 sequence is CASSSNSVYEQYF. Result: 0 (the TCR does not bind to the epitope). (4) The epitope is KEIDRLNEV. The TCR CDR3 sequence is CASSAGQGVDEQFF. Result: 0 (the TCR does not bind to the epitope). (5) The epitope is GILGFVFTL. The TCR CDR3 sequence is CASSGRAAYEQYF. Result: 1 (the TCR binds to the epitope).